This data is from Catalyst prediction with 721,799 reactions and 888 catalyst types from USPTO. The task is: Predict which catalyst facilitates the given reaction. Reactant: [CH3:1][S:2]([CH2:5][C:6]1[CH:12]=[CH:11][C:9]([NH2:10])=[CH:8][CH:7]=1)(=[O:4])=[O:3].[I:13]N1C(=O)CCC1=O. Product: [I:13][C:11]1[CH:12]=[C:6]([CH2:5][S:2]([CH3:1])(=[O:3])=[O:4])[CH:7]=[CH:8][C:9]=1[NH2:10]. The catalyst class is: 9.